From a dataset of Forward reaction prediction with 1.9M reactions from USPTO patents (1976-2016). Predict the product of the given reaction. (1) Given the reactants [Br:1][C:2]1[CH:3]=[C:4]2[C:9](=[CH:10][CH:11]=1)[CH:8]=[N:7][C:6](N)=[CH:5]2.[FH:13].N1C=CC=CC=1.N([O-])=O.[Na+].C([O-])([O-])=O.[Na+].[Na+], predict the reaction product. The product is: [Br:1][C:2]1[CH:3]=[C:4]2[C:9](=[CH:10][CH:11]=1)[CH:8]=[N:7][C:6]([F:13])=[CH:5]2. (2) Given the reactants [Br:1][C:2]1[CH:11]=[CH:10][C:9]2[N:8]=[CH:7][C:6]3[N:12]=[C:13]([CH2:24][CH2:25][CH2:26]O)[N:14]([C:15]4[CH:20]=[CH:19][C:18]([CH2:21][C:22]#[N:23])=[CH:17][CH:16]=4)[C:5]=3[C:4]=2[CH:3]=1.C1(C)C=CC(S(Cl)(=O)=O)=CC=1.CCOC(C)=O.[CH3:45][NH:46][CH3:47], predict the reaction product. The product is: [Br:1][C:2]1[CH:11]=[CH:10][C:9]2[N:8]=[CH:7][C:6]3[N:12]=[C:13]([CH2:24][CH2:25][CH2:26][N:46]([CH3:47])[CH3:45])[N:14]([C:15]4[CH:20]=[CH:19][C:18]([CH2:21][C:22]#[N:23])=[CH:17][CH:16]=4)[C:5]=3[C:4]=2[CH:3]=1.